Dataset: NCI-60 drug combinations with 297,098 pairs across 59 cell lines. Task: Regression. Given two drug SMILES strings and cell line genomic features, predict the synergy score measuring deviation from expected non-interaction effect. (1) Drug 1: CC1=CC=C(C=C1)C2=CC(=NN2C3=CC=C(C=C3)S(=O)(=O)N)C(F)(F)F. Drug 2: CN(CCCl)CCCl.Cl. Cell line: A498. Synergy scores: CSS=15.3, Synergy_ZIP=-5.09, Synergy_Bliss=-0.557, Synergy_Loewe=-6.41, Synergy_HSA=-0.735. (2) Drug 1: C1=NC2=C(N=C(N=C2N1C3C(C(C(O3)CO)O)O)F)N. Drug 2: C(=O)(N)NO. Cell line: HOP-92. Synergy scores: CSS=4.64, Synergy_ZIP=1.15, Synergy_Bliss=7.01, Synergy_Loewe=-0.886, Synergy_HSA=3.57. (3) Drug 1: CC1=C(C=C(C=C1)NC2=NC=CC(=N2)N(C)C3=CC4=NN(C(=C4C=C3)C)C)S(=O)(=O)N.Cl. Drug 2: CC(C1=C(C=CC(=C1Cl)F)Cl)OC2=C(N=CC(=C2)C3=CN(N=C3)C4CCNCC4)N. Cell line: MDA-MB-435. Synergy scores: CSS=12.6, Synergy_ZIP=-1.62, Synergy_Bliss=3.99, Synergy_Loewe=-15.5, Synergy_HSA=-0.655. (4) Drug 1: C1=CC(=CC=C1CC(C(=O)O)N)N(CCCl)CCCl.Cl. Drug 2: C1=NC(=NC(=O)N1C2C(C(C(O2)CO)O)O)N. Cell line: SF-295. Synergy scores: CSS=18.0, Synergy_ZIP=-3.75, Synergy_Bliss=0.889, Synergy_Loewe=1.53, Synergy_HSA=1.56. (5) Drug 1: CN(CC1=CN=C2C(=N1)C(=NC(=N2)N)N)C3=CC=C(C=C3)C(=O)NC(CCC(=O)O)C(=O)O. Drug 2: C1=NC2=C(N=C(N=C2N1C3C(C(C(O3)CO)O)O)F)N. Cell line: NCI/ADR-RES. Synergy scores: CSS=15.6, Synergy_ZIP=-2.86, Synergy_Bliss=-3.59, Synergy_Loewe=-4.84, Synergy_HSA=-3.20. (6) Drug 1: CC12CCC(CC1=CCC3C2CCC4(C3CC=C4C5=CN=CC=C5)C)O. Drug 2: CS(=O)(=O)CCNCC1=CC=C(O1)C2=CC3=C(C=C2)N=CN=C3NC4=CC(=C(C=C4)OCC5=CC(=CC=C5)F)Cl. Cell line: OVCAR3. Synergy scores: CSS=3.11, Synergy_ZIP=-4.11, Synergy_Bliss=-5.05, Synergy_Loewe=-6.62, Synergy_HSA=-5.88. (7) Drug 1: CC12CCC3C(C1CCC2O)C(CC4=C3C=CC(=C4)O)CCCCCCCCCS(=O)CCCC(C(F)(F)F)(F)F. Drug 2: C1=NC2=C(N1)C(=S)N=CN2. Cell line: K-562. Synergy scores: CSS=42.3, Synergy_ZIP=5.35, Synergy_Bliss=9.63, Synergy_Loewe=-21.6, Synergy_HSA=5.94. (8) Drug 1: CC1=C2C(C(=O)C3(C(CC4C(C3C(C(C2(C)C)(CC1OC(=O)C(C(C5=CC=CC=C5)NC(=O)OC(C)(C)C)O)O)OC(=O)C6=CC=CC=C6)(CO4)OC(=O)C)OC)C)OC. Drug 2: C1=C(C(=O)NC(=O)N1)F. Cell line: CAKI-1. Synergy scores: CSS=42.5, Synergy_ZIP=-1.95, Synergy_Bliss=-2.72, Synergy_Loewe=-0.480, Synergy_HSA=7.85. (9) Cell line: HOP-92. Drug 2: B(C(CC(C)C)NC(=O)C(CC1=CC=CC=C1)NC(=O)C2=NC=CN=C2)(O)O. Drug 1: C(CN)CNCCSP(=O)(O)O. Synergy scores: CSS=14.7, Synergy_ZIP=3.00, Synergy_Bliss=3.00, Synergy_Loewe=-40.9, Synergy_HSA=0.287. (10) Drug 1: CC1C(C(CC(O1)OC2CC(CC3=C2C(=C4C(=C3O)C(=O)C5=C(C4=O)C(=CC=C5)OC)O)(C(=O)C)O)N)O.Cl. Drug 2: COC1=C2C(=CC3=C1OC=C3)C=CC(=O)O2. Cell line: 786-0. Synergy scores: CSS=18.7, Synergy_ZIP=-6.51, Synergy_Bliss=0.484, Synergy_Loewe=-20.5, Synergy_HSA=-0.805.